Predict the product of the given reaction. From a dataset of Forward reaction prediction with 1.9M reactions from USPTO patents (1976-2016). Given the reactants [OH-].[Na+].C[O:4][C:5]([C:7]1[CH:8]=[N:9][C:10]([CH2:13][O:14]C(=O)C)=[CH:11][CH:12]=1)=[O:6].Cl, predict the reaction product. The product is: [OH:14][CH2:13][C:10]1[N:9]=[CH:8][C:7]([C:5]([OH:6])=[O:4])=[CH:12][CH:11]=1.